From a dataset of NCI-60 drug combinations with 297,098 pairs across 59 cell lines. Regression. Given two drug SMILES strings and cell line genomic features, predict the synergy score measuring deviation from expected non-interaction effect. Cell line: SF-539. Drug 1: C1=CC(=CC=C1CCCC(=O)O)N(CCCl)CCCl. Drug 2: COCCOC1=C(C=C2C(=C1)C(=NC=N2)NC3=CC=CC(=C3)C#C)OCCOC.Cl. Synergy scores: CSS=22.9, Synergy_ZIP=-0.998, Synergy_Bliss=-1.84, Synergy_Loewe=-2.43, Synergy_HSA=-1.53.